This data is from Full USPTO retrosynthesis dataset with 1.9M reactions from patents (1976-2016). The task is: Predict the reactants needed to synthesize the given product. (1) Given the product [OH:13][C:5]1[C:4]([C:1](=[O:3])/[CH:2]=[CH:19]/[C:18]2[CH:21]=[CH:22][CH:23]=[C:16]([C:15]([F:14])([F:24])[F:25])[CH:17]=2)=[CH:12][CH:11]=[CH:10][C:6]=1[C:7]([OH:9])=[O:8], predict the reactants needed to synthesize it. The reactants are: [C:1]([C:4]1[C:5]([OH:13])=[C:6]([CH:10]=[CH:11][CH:12]=1)[C:7]([OH:9])=[O:8])(=[O:3])[CH3:2].[F:14][C:15]([F:25])([F:24])[C:16]1[CH:17]=[C:18]([CH:21]=[CH:22][CH:23]=1)[CH:19]=O.[OH-].[K+].Cl. (2) Given the product [NH2:1][C:2]1([CH2:6][C:7]([N:13]([CH3:14])[CH3:12])=[O:9])[CH2:5][O:4][CH2:3]1, predict the reactants needed to synthesize it. The reactants are: [NH2:1][C:2]1([CH2:6][C:7]([O:9]CC)=O)[CH2:5][O:4][CH2:3]1.[CH3:12][NH:13][CH3:14].O. (3) Given the product [CH2:10]([O:9][CH:5]([O:6][CH2:7][CH3:8])[CH2:4][N:1]1[CH:18]=[C:16]([CH2:14][CH2:13][OH:12])[N:3]=[N:2]1)[CH3:11], predict the reactants needed to synthesize it. The reactants are: [N:1]([CH2:4][CH:5]([O:9][CH2:10][CH3:11])[O:6][CH2:7][CH3:8])=[N+:2]=[N-:3].[O:12]=[C:13]1O[C@H:18]([C@H](CO)O)[C:16]([O-])=[C:14]1O.[Na+].C(O)CC#C.C(O)(C)(C)C. (4) Given the product [CH:1]1([NH:6][C:7]2[C:12]([NH2:13])=[CH:11][N:10]=[C:9]([NH:16][C:17]3[CH:32]=[CH:31][C:20]([C:21]([O:23][CH2:24][C:25]4[CH:26]=[CH:27][CH:28]=[CH:29][CH:30]=4)=[O:22])=[CH:19][C:18]=3[O:33][CH3:34])[N:8]=2)[CH2:2][CH2:3][CH2:4][CH2:5]1, predict the reactants needed to synthesize it. The reactants are: [CH:1]1([NH:6][C:7]2[C:12]([N+:13]([O-])=O)=[CH:11][N:10]=[C:9]([NH:16][C:17]3[CH:32]=[CH:31][C:20]([C:21]([O:23][CH2:24][C:25]4[CH:30]=[CH:29][CH:28]=[CH:27][CH:26]=4)=[O:22])=[CH:19][C:18]=3[O:33][CH3:34])[N:8]=2)[CH2:5][CH2:4][CH2:3][CH2:2]1.O.O.[Sn](Cl)Cl.N. (5) Given the product [O:32]1[C:28]([C:2]2[C:3]3[N:4]([C:12]([C:15]([O:17][CH2:18][CH3:19])=[O:16])=[CH:13][N:14]=3)[CH:5]=[C:6]([C:8]([F:11])([F:10])[F:9])[CH:7]=2)=[CH:29][N:30]=[CH:31]1, predict the reactants needed to synthesize it. The reactants are: Br[C:2]1[C:3]2[N:4]([C:12]([C:15]([O:17][CH2:18][CH3:19])=[O:16])=[CH:13][N:14]=2)[CH:5]=[C:6]([C:8]([F:11])([F:10])[F:9])[CH:7]=1.CC1(C)C(C)(C)OB([C:28]2[O:32][C:31]([Si](C(C)C)(C(C)C)C(C)C)=[N:30][CH:29]=2)O1.C(=O)([O-])[O-].[K+].[K+].COCCOC. (6) Given the product [Br:1][C:2]1[CH:3]=[C:4]([CH:12]([CH3:13])[CH3:14])[CH:5]=[C:6]([C:8]([CH3:10])([CH3:9])[CH3:11])[CH:7]=1, predict the reactants needed to synthesize it. The reactants are: [Br:1][C:2]1[CH:3]=[C:4]([C:12](O)([CH3:14])[CH3:13])[CH:5]=[C:6]([C:8]([CH3:11])([CH3:10])[CH3:9])[CH:7]=1.C(O)(C(F)(F)F)=O.C([SiH](CC)CC)C.C(=O)(O)[O-].[Na+]. (7) Given the product [CH3:12][N:13]1[C:17]2[CH:18]=[CH:19][C:20]([C:22]3[O:5][C:4]([C:6]4[CH:11]=[CH:10][CH:9]=[CH:8][CH:7]=4)=[CH:3][N:2]=3)=[CH:21][C:16]=2[N:15]=[N:14]1, predict the reactants needed to synthesize it. The reactants are: Cl.[NH2:2][CH2:3][C:4]([C:6]1[CH:11]=[CH:10][CH:9]=[CH:8][CH:7]=1)=[O:5].[CH3:12][N:13]1[C:17]2[CH:18]=[CH:19][C:20]([C:22](Cl)=O)=[CH:21][C:16]=2[N:15]=[N:14]1.C(N(CC)C(C)C)(C)C.